This data is from NCI-60 drug combinations with 297,098 pairs across 59 cell lines. The task is: Regression. Given two drug SMILES strings and cell line genomic features, predict the synergy score measuring deviation from expected non-interaction effect. (1) Drug 1: C1=NC2=C(N=C(N=C2N1C3C(C(C(O3)CO)O)O)F)N. Drug 2: C1=NC(=NC(=O)N1C2C(C(C(O2)CO)O)O)N. Cell line: SK-OV-3. Synergy scores: CSS=5.68, Synergy_ZIP=-3.41, Synergy_Bliss=-7.60, Synergy_Loewe=-8.52, Synergy_HSA=-8.25. (2) Drug 1: CN(C)N=NC1=C(NC=N1)C(=O)N. Drug 2: C1=CC=C(C(=C1)C(C2=CC=C(C=C2)Cl)C(Cl)Cl)Cl. Cell line: MALME-3M. Synergy scores: CSS=-2.52, Synergy_ZIP=0.764, Synergy_Bliss=1.39, Synergy_Loewe=-0.907, Synergy_HSA=-1.11. (3) Synergy scores: CSS=24.7, Synergy_ZIP=1.09, Synergy_Bliss=0.351, Synergy_Loewe=-7.77, Synergy_HSA=0.884. Drug 1: CS(=O)(=O)CCNCC1=CC=C(O1)C2=CC3=C(C=C2)N=CN=C3NC4=CC(=C(C=C4)OCC5=CC(=CC=C5)F)Cl. Cell line: MCF7. Drug 2: CC1CCCC2(C(O2)CC(NC(=O)CC(C(C(=O)C(C1O)C)(C)C)O)C(=CC3=CSC(=N3)C)C)C. (4) Drug 1: CC1C(C(CC(O1)OC2CC(OC(C2O)C)OC3=CC4=CC5=C(C(=O)C(C(C5)C(C(=O)C(C(C)O)O)OC)OC6CC(C(C(O6)C)O)OC7CC(C(C(O7)C)O)OC8CC(C(C(O8)C)O)(C)O)C(=C4C(=C3C)O)O)O)O. Drug 2: C1CN(CCN1C(=O)CCBr)C(=O)CCBr. Cell line: KM12. Synergy scores: CSS=44.3, Synergy_ZIP=-1.56, Synergy_Bliss=2.19, Synergy_Loewe=-19.5, Synergy_HSA=-2.79.